From a dataset of CYP2C9 inhibition data for predicting drug metabolism from PubChem BioAssay. Regression/Classification. Given a drug SMILES string, predict its absorption, distribution, metabolism, or excretion properties. Task type varies by dataset: regression for continuous measurements (e.g., permeability, clearance, half-life) or binary classification for categorical outcomes (e.g., BBB penetration, CYP inhibition). Dataset: cyp2c9_veith. (1) The compound is c1cncc(CNc2cc(-c3ccoc3)ncn2)c1. The result is 0 (non-inhibitor). (2) The drug is O=C(Nc1ncc2c(n1)-c1ccccc1CC2)c1ccccc1. The result is 0 (non-inhibitor). (3) The drug is Cc1cccc(CN2CCN(CC(=O)O)C2=O)c1. The result is 0 (non-inhibitor). (4) The drug is CCN(CCO)C[C@H]1CCC[C@H]2CCCC[C@H]12.Cl. The result is 0 (non-inhibitor). (5) The molecule is O=S(Cc1ccccc1)CC(O)(c1ccccc1)c1ccccc1. The result is 1 (inhibitor). (6) The molecule is Cc1nnc(NC(=O)CSc2ncnc3c2cnn3-c2ccccc2C)s1. The result is 0 (non-inhibitor). (7) The drug is CN(C)C(=O)c1ccc(-c2ccc3ncnc(NCc4cccnc4)c3c2)cc1. The result is 0 (non-inhibitor). (8) The compound is O=c1ccn(-c2cccc(C(F)(F)F)c2)nc1-c1ccn(-c2ccccc2F)n1. The result is 1 (inhibitor). (9) The molecule is CO[C@H]1COC(=O)[C@H](C)COC(=O)[C@@H](Cc2ccccc2)NC(=O)C/C=C\[C@H]1C. The result is 0 (non-inhibitor).